This data is from Reaction yield outcomes from USPTO patents with 853,638 reactions. The task is: Predict the reaction yield, written as a fraction of the theoretical maximum amount of product (1.0 means a 100% yield; for example, 0.34 means a 34% yield). The reactants are C([O:4][C@@H:5]([C@@H:9]([NH:17][C:18](=[O:30])[C:19]1[CH:24]=[CH:23][CH:22]=[C:21]([O:25]C(=O)C)[C:20]=1[CH3:29])[CH2:10][C:11]1[CH:16]=[CH:15][CH:14]=[CH:13][CH:12]=1)[C:6]([OH:8])=O)(=O)C.N1C=CC=CC=1.O=S(Cl)Cl.Cl.[CH2:42]([NH:45][C:46]([C@@H:48]1[C:52]([CH3:54])([CH3:53])[S:51][CH2:50][NH:49]1)=[O:47])[CH:43]=[CH2:44].C(O[C@@H]([C@@H](NC(=O)C1C=CC=C(OC(=O)C)C=1C)CC1C=CC=CC=1)C(Cl)=O)(=O)C.C(NC([C@@H]1C(C)(C)SCN1)=O)C=C.[OH-].[K+].[OH-].[K+].CO.C(O[C@H](C(N1[C@H](C(=O)NCC=C)C(C)(C)SC1)=O)[C@@H](NC(C1C(C)=C(OC(=O)C)C=CC=1)=O)CC1C=CC=CC=1)(=O)C.Cl. The catalyst is C(OCC)(=O)C.O.CO.CC#N. The product is [CH2:42]([NH:45][C:46]([C@@H:48]1[C:52]([CH3:54])([CH3:53])[S:51][CH2:50][N:49]1[C:6](=[O:8])[C@@H:5]([OH:4])[C@@H:9]([NH:17][C:18](=[O:30])[C:19]1[CH:24]=[CH:23][CH:22]=[C:21]([OH:25])[C:20]=1[CH3:29])[CH2:10][C:11]1[CH:12]=[CH:13][CH:14]=[CH:15][CH:16]=1)=[O:47])[CH:43]=[CH2:44]. The yield is 0.596.